This data is from Catalyst prediction with 721,799 reactions and 888 catalyst types from USPTO. The task is: Predict which catalyst facilitates the given reaction. (1) Reactant: Cl.C([O:5][C:6]1[CH:11]=[CH:10][C:9]([C:12](=[O:22])[NH:13][C:14]2[S:15][C:16]([S:19]([CH3:21])=[O:20])=[CH:17][N:18]=2)=[CH:8][CH:7]=1)(=O)C. Product: [OH:5][C:6]1[CH:11]=[CH:10][C:9]([C:12]([NH:13][C:14]2[S:15][C:16]([S:19]([CH3:21])=[O:20])=[CH:17][N:18]=2)=[O:22])=[CH:8][CH:7]=1. The catalyst class is: 7. (2) Product: [F:1][C:2]1[C:3]([O:21][CH3:22])=[C:4]([C@H:9]([CH2:19][CH3:20])[CH2:10][C@:11]([OH:14])([C:15]([F:18])([F:17])[F:16])[CH:12]=[O:13])[CH:5]=[CH:6][C:7]=1[F:8]. Reactant: [F:1][C:2]1[C:3]([O:21][CH3:22])=[C:4]([CH:9]([CH2:19][CH3:20])[CH2:10][C:11]([C:15]([F:18])([F:17])[F:16])([OH:14])[CH2:12][OH:13])[CH:5]=[CH:6][C:7]=1[F:8].C(N(CC)CC)C.N1C=CC=CC=1.[Cl-].[NH4+]. The catalyst class is: 764. (3) Reactant: [CH2:1]([O:8][C:9]1[C:14]([O:15][CH3:16])=[CH:13][C:12]([C:17]([N:19]2[CH2:24][CH2:23][N:22]([C:25]3[CH:30]=[CH:29][CH:28]=[CH:27][N:26]=3)[CH2:21][CH2:20]2)=[O:18])=[C:11]([N+:31]([O-])=O)[CH:10]=1)[C:2]1[CH:7]=[CH:6][CH:5]=[CH:4][CH:3]=1.O.O.Cl[Sn]Cl. Product: [NH2:31][C:11]1[CH:10]=[C:9]([O:8][CH2:1][C:2]2[CH:7]=[CH:6][CH:5]=[CH:4][CH:3]=2)[C:14]([O:15][CH3:16])=[CH:13][C:12]=1[C:17]([N:19]1[CH2:20][CH2:21][N:22]([C:25]2[CH:30]=[CH:29][CH:28]=[CH:27][N:26]=2)[CH2:23][CH2:24]1)=[O:18]. The catalyst class is: 5. (4) Reactant: [S:1]1[C:5]2[CH:6]=[CH:7][CH:8]=[CH:9][C:4]=2[NH:3][CH2:2]1.NC1C=CC=CC=1S.C=O.[Cl:20][C:21]1[CH:22]=[C:23]([CH:27]=[C:28]([F:32])[C:29]=1[O:30][CH3:31])[C:24](Cl)=[O:25]. Product: [Cl:20][C:21]1[CH:22]=[C:23]([CH:27]=[C:28]([F:32])[C:29]=1[O:30][CH3:31])[C:24]([N:3]1[C:4]2[CH:9]=[CH:8][CH:7]=[CH:6][C:5]=2[S:1][CH2:2]1)=[O:25]. The catalyst class is: 542. (5) Reactant: [Cl:1][C:2]1[CH:29]=[CH:28][C:5]([O:6][C:7]2[CH:12]=[CH:11][C:10](/[C:13](/[C:16]3[CH:21]=[C:20]([O:22][CH3:23])[CH:19]=[CH:18][C:17]=3F)=[N:14]/[OH:15])=[C:9]([CH2:25][CH2:26][CH3:27])[CH:8]=2)=[CH:4][CH:3]=1.C(=O)([O-])[O-].[Cs+].[Cs+]. Product: [Cl:1][C:2]1[CH:29]=[CH:28][C:5]([O:6][C:7]2[CH:12]=[CH:11][C:10]([C:13]3[C:16]4[CH:21]=[C:20]([O:22][CH3:23])[CH:19]=[CH:18][C:17]=4[O:15][N:14]=3)=[C:9]([CH2:25][CH2:26][CH3:27])[CH:8]=2)=[CH:4][CH:3]=1. The catalyst class is: 39. (6) Reactant: C(N(CC)CC)C.[CH2:8]([O:10][C:11]1[CH:23]=[CH:22][CH:21]=[CH:20][C:12]=1[O:13][C@@H:14]1[CH2:19][CH2:18][CH2:17][NH:16][CH2:15]1)[CH3:9].Cl[C:25]1[C:34]([F:35])=[CH:33][C:28]([C:29]([O:31][CH3:32])=[O:30])=[CH:27][N:26]=1.O. Product: [CH2:8]([O:10][C:11]1[CH:23]=[CH:22][CH:21]=[CH:20][C:12]=1[O:13][C@@H:14]1[CH2:19][CH2:18][CH2:17][N:16]([C:25]2[C:34]([F:35])=[CH:33][C:28]([C:29]([O:31][CH3:32])=[O:30])=[CH:27][N:26]=2)[CH2:15]1)[CH3:9]. The catalyst class is: 10. (7) Reactant: [CH3:1][C:2]1([C:12]#[N:13])[C:11]2[C:6](=[CH:7][CH:8]=[CH:9][CH:10]=2)[CH2:5][CH2:4][CH2:3]1.C(=O)([O-])[O-:15].[K+].[K+].OO. Product: [CH3:1][C:2]1([C:12]([NH2:13])=[O:15])[C:11]2[C:6](=[CH:7][CH:8]=[CH:9][CH:10]=2)[CH2:5][CH2:4][CH2:3]1. The catalyst class is: 16. (8) Reactant: [CH2:1]([O:3][C@@H:4]1[C@@H:9]([O:10][CH3:11])[C@H:8]([CH3:12])[O:7][CH:6]([OH:13])[C@@H:5]1[O:14][CH3:15])[CH3:2].[N:16]([C:19]1[CH:24]=[CH:23][C:22]([B:25]2[O:29][C:28]([CH3:31])([CH3:30])[C:27]([CH3:33])([CH3:32])[O:26]2)=[CH:21][CH:20]=1)=[C:17]=[O:18].C([O-])([O-])=O.[Cs+].[Cs+]. Product: [CH3:30][C:28]1([CH3:31])[C:27]([CH3:32])([CH3:33])[O:26][B:25]([C:22]2[CH:23]=[CH:24][C:19]([NH:16][C:17](=[O:18])[O:13][C@H:6]3[C@H:5]([O:14][CH3:15])[C@H:4]([O:3][CH2:1][CH3:2])[C@@H:9]([O:10][CH3:11])[C@H:8]([CH3:12])[O:7]3)=[CH:20][CH:21]=2)[O:29]1. The catalyst class is: 23. (9) Reactant: [Cl:1][C:2]1[S:6][C:5]([C:7]([NH:9][CH2:10][C@H:11]([OH:27])[CH2:12][NH:13][C:14]2[CH:19]=[CH:18][C:17]([N:20]3[CH2:25][CH2:24][O:23][CH2:22][C:21]3=[O:26])=[CH:16][CH:15]=2)=[O:8])=[CH:4][CH:3]=1.C1N=CN([C:33](N2C=NC=C2)=[S:34])C=1. Product: [Cl:1][C:2]1[S:6][C:5]([C:7]([NH:9][CH2:10][C@@H:11]2[O:27][C:33](=[S:34])[N:13]([C:14]3[CH:15]=[CH:16][C:17]([N:20]4[CH2:25][CH2:24][O:23][CH2:22][C:21]4=[O:26])=[CH:18][CH:19]=3)[CH2:12]2)=[O:8])=[CH:4][CH:3]=1. The catalyst class is: 3.